This data is from Drug-target binding data from BindingDB using IC50 measurements. The task is: Regression. Given a target protein amino acid sequence and a drug SMILES string, predict the binding affinity score between them. We predict pIC50 (pIC50 = -log10(IC50 in M); higher means more potent). Dataset: bindingdb_ic50. (1) The drug is CCc1nc(-c2cc(OCC3CC3)cc(OCC3CC3)c2)c2cc(OC)c(OCC3CC3)cc2n1. The target protein (P14646) has sequence MKKSRSVMAVTADDNLKDYFECSLSKSYSSSSYTLGIDLWRGRRCCSGNLQLPPLSQRQSERARTPEGDGISRPTTLPLTTLPSIAITTVSQECFDVENGPSPGRSPLDPQASSSSGLVLHAAFPGHSQRRESFLYRSDSDYDLSPKAMSRNSSLPSEQHGDDLIVTPFAQVLASLRIVRNNFTLLTNLHGAPNKRSPAASQAPVTRVSLQEESYQKLAMETLEELDWCLDQLETIQTYRSVSEMASNKFKRMLNRELTHLSEMSRSGNQVSEYISNTFLDKQNDVEIPSPTQKDREKKKKQQLMTQISGVKKLMHSSSLNNTSISRFGVNTENEDHLAKELEDLNKWGLNIFNVAGYSHNRPLTCIMYAIFQERDLLKTFKISSDTFVTYMMTLEDHYHSDVAYHNSLHAADVAQSTHVLLSTPALDAVFTDLEILAAIFAAAIHDVDHPGVSNQFLINTNSELALMYNDESVLENHHLAVGFKLLQEEHCDIFQNLTK.... The pIC50 is 6.2. (2) The compound is COc1ncc(C)cc1CC[C@@](O)(CC(=O)O)C(=O)O. The target protein (Q67BT3) has sequence MDSAKTCVTKFKSFAILLFTPILMLPLVILIPDKFARCAYVIVIMAVYWCTDVIPVAVTSLLPVLLFPLLKVLDSKQVCIQYMKDTNMLFLGSLIVAVAVERWKLHKRVALRMLLFVGTKPSRLMLGFMFVTAFLSMWISNTAATAMMIPIVEAMLQQMIAANTAVEASLGTLELLDKNKTSELPGSQVVFEDPNVQEQEDEETKNMYKAMHLCVCYSASIGGTATLTGTGPNVVLLGQMQELFPDSKDVLNYASWFGFAFPNMVMMLVLAWLWLQCLYMRHNLKKTCICCGEKKRDTEKIAYKVLNEEYQKLGSLSYPECNVLFCFTLLVILWFSRDPGFMPGWLSFAWVEGNTVHITDATVAIFVAILLFIIPSQKPKFNFSSQTEEERKTPFYPPALLDWKVAQEKVPWDIVLLLGGGFAMAKGCETSGLSKWMAAQMEPLRLVKPAVITLILSCLVAMTTECTSNVATTTLFLPIFASMARSIGIHPLYVMIPCTM.... The pIC50 is 6.7. (3) The small molecule is O=C(O)c1ns[nH]c1=O. The target protein (P07195) has sequence MATLKEKLIAPVAEEEATVPNNKITVVGVGQVGMACAISILGKSLADELALVDVLEDKLKGEMMDLQHGSLFLQTPKIVADKDYSVTANSKIVVVTAGVRQQEGESRLNLVQRNVNVFKFIIPQIVKYSPDCIIIVVSNPVDILTYVTWKLSGLPKHRVIGSGCNLDSARFRYLMAEKLGIHPSSCHGWILGEHGDSSVAVWSGVNVAGVSLQELNPEMGTDNDSENWKEVHKMVVESAYEVIKLKGYTNWAIGLSVADLIESMLKNLSRIHPVSTMVKGMYGIENEVFLSLPCILNARGLTSVINQKLKDDEVAQLKKSADTLWDIQKDLKDL. The pIC50 is 5.0. (4) The compound is CCC1(C)NC(=O)c2cc(S(=O)(=O)Nc3ccc(OC)cc3)ccc2NC1=O. The target protein (Q58HT5) has sequence MAHSKQPSHFQSLMLLQWPLSYLAIFWILQPLFVYLLFTSLWPLPVLYFAWLFLDWKTPERGGRRSAWVRNWCVWTHIRDYFPITILKTKDLSPEHNYLMGVHPHGLLTFGAFCNFCTEATGFSKTFPGITPHLATLSWFFKIPFVREYLMAKGVCSVSQPAINYLLSHGTGNLVGIVVGGVGEALQSVPNTTTLILQKRKGFVRTALQHGAHLVPTFTFGETEVYDQVLFHKDSRMYKFQSCFRRIFGFYCCVFYGQSFCQGSTGLLPYSRPIVTVVGEPLPLPQIEKPSQEMVDKYHALYMDALHKLFDQHKTHYGCSETQKLFFL. The pIC50 is 4.0.